This data is from NCI-60 drug combinations with 297,098 pairs across 59 cell lines. The task is: Regression. Given two drug SMILES strings and cell line genomic features, predict the synergy score measuring deviation from expected non-interaction effect. (1) Drug 1: CC1=CC=C(C=C1)C2=CC(=NN2C3=CC=C(C=C3)S(=O)(=O)N)C(F)(F)F. Drug 2: CCC(=C(C1=CC=CC=C1)C2=CC=C(C=C2)OCCN(C)C)C3=CC=CC=C3.C(C(=O)O)C(CC(=O)O)(C(=O)O)O. Cell line: OVCAR-4. Synergy scores: CSS=3.06, Synergy_ZIP=-0.487, Synergy_Bliss=0.507, Synergy_Loewe=-0.621, Synergy_HSA=-0.648. (2) Drug 1: C1CCN(CC1)CCOC2=CC=C(C=C2)C(=O)C3=C(SC4=C3C=CC(=C4)O)C5=CC=C(C=C5)O. Drug 2: CC(CN1CC(=O)NC(=O)C1)N2CC(=O)NC(=O)C2. Cell line: NCIH23. Synergy scores: CSS=4.81, Synergy_ZIP=-4.81, Synergy_Bliss=-1.75, Synergy_Loewe=-5.52, Synergy_HSA=-4.82.